From a dataset of Full USPTO retrosynthesis dataset with 1.9M reactions from patents (1976-2016). Predict the reactants needed to synthesize the given product. (1) The reactants are: [F:1][C:2]1[C:3](OC2C=C(C#N)C=C(C#N)C=2)=[C:4]([N+:9]([O-:11])=[O:10])[CH:5]=[CH:6][C:7]=1[F:8].[C:23]([NH:27][C:28]([C:30]1[CH:31]=[C:32]([O-:43])[CH:33]=[C:34]([C:36](=[O:42])[NH:37][C:38]([CH3:41])([CH3:40])[CH3:39])[CH:35]=1)=[O:29])([CH3:26])([CH3:25])[CH3:24].[Na+].FC1C(F)=C(F)C=CC=1[N+]([O-])=O. Given the product [F:1][C:2]1[C:3]([O:43][C:32]2[CH:31]=[C:30]([C:28](=[O:29])[NH:27][C:23]([CH3:26])([CH3:24])[CH3:25])[CH:35]=[C:34]([C:36](=[O:42])[NH:37][C:38]([CH3:41])([CH3:40])[CH3:39])[CH:33]=2)=[C:4]([N+:9]([O-:11])=[O:10])[CH:5]=[CH:6][C:7]=1[F:8], predict the reactants needed to synthesize it. (2) Given the product [CH3:15][CH:9]1[C:8]([C:5]2[CH:6]=[CH:7][C:2]3[N:1]=[C:17]([C:18]4[CH:23]=[CH:22][CH:21]=[CH:20][CH:19]=4)[O:16][C:3]=3[CH:4]=2)=[N:13][NH:12][C:11](=[O:14])[CH2:10]1, predict the reactants needed to synthesize it. The reactants are: [NH2:1][C:2]1[CH:7]=[CH:6][C:5]([C:8]2[CH:9]([CH3:15])[CH2:10][C:11](=[O:14])[NH:12][N:13]=2)=[CH:4][C:3]=1[OH:16].[C:17](O)(=O)[C:18]1[CH:23]=[CH:22][CH:21]=[CH:20][CH:19]=1.C1(P(C2C=CC=CC=2)C2C=CC=CC=2)C=CC=CC=1.ClC(Cl)(Cl)C#N. (3) Given the product [N:1]1([C:23]([O:25][CH:26]2[CH:27]3[CH2:35][CH:31]4[CH2:30][CH:29]([CH2:34][CH:33]2[CH2:32]4)[CH2:28]3)=[O:24])[CH2:6][CH2:5][C:4]2([C:15]3[C:10](=[CH:11][CH:12]=[CH:13][CH:14]=3)[CH2:9][NH:8][CH2:7]2)[CH2:3][CH2:2]1, predict the reactants needed to synthesize it. The reactants are: [N:1]1([C:23]([O:25][CH:26]2[CH:33]3[CH2:34][CH:29]4[CH2:30][CH:31]([CH2:35][CH:27]2[CH2:28]4)[CH2:32]3)=[O:24])[CH2:6][CH2:5][C:4]2([C:15]3[C:10](=[CH:11][CH:12]=[CH:13][CH:14]=3)[CH2:9][N:8](C(OC(C)(C)C)=O)[CH2:7]2)[CH2:3][CH2:2]1.